Predict the reaction yield, written as a fraction of the theoretical maximum amount of product (1.0 means a 100% yield; for example, 0.34 means a 34% yield). From a dataset of Reaction yield outcomes from USPTO patents with 853,638 reactions. The reactants are [C:1]([O:5][C:6](=[O:15])[CH2:7][C:8]1[CH:13]=[CH:12][CH:11]=[C:10]([Br:14])[N:9]=1)([CH3:4])([CH3:3])[CH3:2].C1CCN2C(=NCCC2)CC1.C(NC1C=CC(S([N:40]=[N+:41]=[N-])(=O)=O)=CC=1)(=O)C. The catalyst is CC#N. The product is [C:1]([O:5][C:6]([C:7]1[N:40]=[N:41][N:9]2[C:10]([Br:14])=[CH:11][CH:12]=[CH:13][C:8]=12)=[O:15])([CH3:4])([CH3:2])[CH3:3]. The yield is 0.340.